This data is from Reaction yield outcomes from USPTO patents with 853,638 reactions. The task is: Predict the reaction yield, written as a fraction of the theoretical maximum amount of product (1.0 means a 100% yield; for example, 0.34 means a 34% yield). (1) The reactants are Br[C:2]1[C:7](=[O:8])[N:6]([CH2:9][C:10]2[CH:15]=[CH:14][C:13]([C:16]3[C:17]([C:22]#[N:23])=[CH:18][CH:19]=[CH:20][CH:21]=3)=[CH:12][CH:11]=2)[C:5]([CH2:24][CH2:25][CH3:26])=[N:4][C:3]=1[CH2:27][CH3:28].[CH3:29][C:30]1[CH:35]=[CH:34][N:33]=[C:32]([OH:36])[CH:31]=1.[OH-].[K+].CS(C)=O. The catalyst is C(OCC)(=O)C. The product is [CH2:27]([C:3]1[N:4]=[C:5]([CH2:24][CH2:25][CH3:26])[N:6]([CH2:9][C:10]2[CH:15]=[CH:14][C:13]([C:16]3[C:17]([C:22]#[N:23])=[CH:18][CH:19]=[CH:20][CH:21]=3)=[CH:12][CH:11]=2)[C:7](=[O:8])[C:2]=1[O:36][C:32]1[CH:31]=[C:30]([CH3:29])[CH:35]=[CH:34][N:33]=1)[CH3:28]. The yield is 0.250. (2) The reactants are Cl[C:2]1[C:7]([Cl:8])=[N:6][CH:5]=[CH:4][N:3]=1.[CH3:9][C:10]1[N:15]=[C:14]([S:16][CH3:17])[CH:13]=[C:12]([Sn](CCCC)(CCCC)CCCC)[N:11]=1. The catalyst is C1(C)C=CC=CC=1.C1C=CC([P]([Pd]([P](C2C=CC=CC=2)(C2C=CC=CC=2)C2C=CC=CC=2)([P](C2C=CC=CC=2)(C2C=CC=CC=2)C2C=CC=CC=2)[P](C2C=CC=CC=2)(C2C=CC=CC=2)C2C=CC=CC=2)(C2C=CC=CC=2)C2C=CC=CC=2)=CC=1. The product is [Cl:8][C:7]1[C:2]([C:12]2[CH:13]=[C:14]([S:16][CH3:17])[N:15]=[C:10]([CH3:9])[N:11]=2)=[N:3][CH:4]=[CH:5][N:6]=1. The yield is 0.210. (3) The reactants are [F:1][C:2]1[CH:7]=[C:6]([B:8]2[O:12][C:11]([CH3:14])([CH3:13])[C:10]([CH3:16])([CH3:15])[O:9]2)[CH:5]=[CH:4][C:3]=1[CH2:17][C:18](O)=[O:19].[F:21][C:22]([F:33])([F:32])[C:23]1([C:26]2[O:30][N:29]=[C:28]([NH2:31])[CH:27]=2)[CH2:25][CH2:24]1.F[P-](F)(F)(F)(F)F.N1(OC(N(C)C)=[N+](C)C)C2N=CC=CC=2N=N1.CCN(C(C)C)C(C)C. The catalyst is CN(C=O)C. The product is [F:1][C:2]1[CH:7]=[C:6]([B:8]2[O:12][C:11]([CH3:13])([CH3:14])[C:10]([CH3:16])([CH3:15])[O:9]2)[CH:5]=[CH:4][C:3]=1[CH2:17][C:18]([NH:31][C:28]1[CH:27]=[C:26]([C:23]2([C:22]([F:32])([F:21])[F:33])[CH2:25][CH2:24]2)[O:30][N:29]=1)=[O:19]. The yield is 0.370. (4) The product is [C:24]([O:27][CH2:28][C:29]1[C:30]([N:44]2[CH2:56][CH2:55][N:47]3[C:48]4[CH2:49][CH2:50][CH2:51][CH2:52][C:53]=4[CH:54]=[C:46]3[C:45]2=[O:57])=[N:31][CH:32]=[CH:33][C:34]=1[C:2]1[CH:3]=[C:4]([NH:10][C:11]2[CH:16]=[CH:15][C:14]([CH:17]3[CH2:22][CH2:21][N:20]([CH3:23])[CH2:19][CH2:18]3)=[CH:13][N:12]=2)[C:5](=[O:9])[N:6]([CH2:8][CH3:69])[CH:7]=1)(=[O:26])[CH3:25]. The yield is 0.550. The reactants are Br[C:2]1[CH:3]=[C:4]([NH:10][C:11]2[CH:16]=[CH:15][C:14]([CH:17]3[CH2:22][CH2:21][N:20]([CH3:23])[CH2:19][CH2:18]3)=[CH:13][N:12]=2)[C:5](=[O:9])[N:6]([CH3:8])[CH:7]=1.[C:24]([O:27][CH2:28][C:29]1[C:30]([N:44]2[CH2:56][CH2:55][N:47]3[C:48]4[CH2:49][CH2:50][CH2:51][CH2:52][C:53]=4[CH:54]=[C:46]3[C:45]2=[O:57])=[N:31][CH:32]=[CH:33][C:34]=1B1OC(C)(C)C(C)(C)O1)(=[O:26])[CH3:25].[O-]P([O-])([O-])=O.[K+].[K+].[K+].O.O.O.[C:69]([O-])(=O)C.[Na+]. The catalyst is C1C=CC(P(C2C=CC=CC=2)[C-]2C=CC=C2)=CC=1.C1C=CC(P(C2C=CC=CC=2)[C-]2C=CC=C2)=CC=1.Cl[Pd]Cl.[Fe+2].C(#N)C.O. (5) The reactants are [C:1]([NH:4][CH2:5][CH2:6][CH2:7][S:8]([O:11][CH2:12][C:13]([CH3:27])([CH3:26])[C@@H:14]([O:18][Si:19]([CH3:25])([CH3:24])[C:20]([CH3:23])([CH3:22])[CH3:21])[C:15]([OH:17])=[O:16])(=[O:10])=[O:9])(=[O:3])[CH3:2].Br[CH2:29][C:30]1[O:34][C:33](=[O:35])[O:32][C:31]=1[CH3:36]. The catalyst is C1(C)C=CC=CC=1.C(=O)([O-])[O-].[Ag+2]. The product is [C:1]([NH:4][CH2:5][CH2:6][CH2:7][S:8]([O:11][CH2:12][C:13]([CH3:27])([CH3:26])[C@@H:14]([O:18][Si:19]([CH3:25])([CH3:24])[C:20]([CH3:21])([CH3:23])[CH3:22])[C:15]([O:17][CH2:36][C:31]1[O:32][C:33](=[O:35])[O:34][C:30]=1[CH3:29])=[O:16])(=[O:9])=[O:10])(=[O:3])[CH3:2]. The yield is 0.0530. (6) The yield is 0.700. The reactants are [NH2:1][C:2]1[N:3]=[C:4]([N:13]2[CH2:18][CH2:17][N:16]([C:19](=[O:29])[CH2:20][O:21][C:22]3[CH:27]=[CH:26][C:25]([Cl:28])=[CH:24][CH:23]=3)[CH2:15][CH2:14]2)[C:5]2[N:10]=[C:9]([S:11][CH3:12])[S:8][C:6]=2[N:7]=1.C1C=C(Cl)C=C(C(OO)=[O:38])C=1. The catalyst is ClCCl. The product is [NH2:1][C:2]1[N:3]=[C:4]([N:13]2[CH2:18][CH2:17][N:16]([C:19](=[O:29])[CH2:20][O:21][C:22]3[CH:27]=[CH:26][C:25]([Cl:28])=[CH:24][CH:23]=3)[CH2:15][CH2:14]2)[C:5]2[N:10]=[C:9]([S:11]([CH3:12])=[O:38])[S:8][C:6]=2[N:7]=1.